This data is from Reaction yield outcomes from USPTO patents with 853,638 reactions. The task is: Predict the reaction yield, written as a fraction of the theoretical maximum amount of product (1.0 means a 100% yield; for example, 0.34 means a 34% yield). (1) The reactants are [F:1][C:2]1[CH:9]=[CH:8][C:5]([CH:6]=[O:7])=[CH:4][C:3]=1[O:10][CH3:11].[CH2:12]([Mg]Cl)[C:13]1[CH:18]=[CH:17][CH:16]=[CH:15][CH:14]=1. The catalyst is C1COCC1. The product is [F:1][C:2]1[CH:9]=[CH:8][C:5]([CH:6]([OH:7])[CH2:12][C:13]2[CH:18]=[CH:17][CH:16]=[CH:15][CH:14]=2)=[CH:4][C:3]=1[O:10][CH3:11]. The yield is 0.600. (2) The reactants are [OH:1][C:2]1[CH:3]=[CH:4][C:5]2[O:9][C@@H:8]3[C@@H:10]([C:11]([O:13][CH2:14][CH3:15])=[O:12])[C@@H:7]3[C:6]=2[CH:16]=1.Cl.N[C@H]1[C@H]2[C@@H]1OC1C=CC(OC3C=C[N:37]=[C:36]4[C:31]=3[CH2:32][CH2:33][C:34](=O)[NH:35]4)=CC=12.FC1C=CN=C(NC(=O)OC(C)(C)C)C=1.C(=O)([O-])[O-].[Cs+].[Cs+]. The catalyst is CN(C=O)C. The product is [NH2:37][C:36]1[CH:31]=[C:32]([O:1][C:2]2[CH:3]=[CH:4][C:5]3[O:9][C@@H:8]4[C@@H:10]([C:11]([O:13][CH2:14][CH3:15])=[O:12])[C@@H:7]4[C:6]=3[CH:16]=2)[CH:33]=[CH:34][N:35]=1. The yield is 0.300. (3) The reactants are [NH:1]1[CH2:5][CH2:4][CH2:3][C:2]1=[O:6].[C:7](OC(=O)C)(=[O:9])[CH3:8]. No catalyst specified. The product is [C:7]([N:1]1[CH2:5][CH2:4][CH2:3][C:2]1=[O:6])(=[O:9])[CH3:8]. The yield is 0.960. (4) The reactants are Br[C:2]1[CH:15]=[N:14][C:5]2[NH:6][C:7]3[CH:12]=[N:11][C:10]([Cl:13])=[CH:9][C:8]=3[C:4]=2[CH:3]=1.Cl.CC1(C)C(C)(C)OB([C:25]2[CH:37]=[CH:36][C:28]([CH2:29][N:30]3[CH2:35][CH2:34][CH2:33][CH2:32][CH2:31]3)=[CH:27][CH:26]=2)O1. The catalyst is C(#N)C.[F-].[K+]. The product is [Cl:13][C:10]1[N:11]=[CH:12][C:7]2[NH:6][C:5]3[N:14]=[CH:15][C:2]([C:25]4[CH:26]=[CH:27][C:28]([CH2:29][N:30]5[CH2:35][CH2:34][CH2:33][CH2:32][CH2:31]5)=[CH:36][CH:37]=4)=[CH:3][C:4]=3[C:8]=2[CH:9]=1. The yield is 0.660. (5) The reactants are [F:1][C:2]1[CH:7]=[CH:6][C:5]([NH:8][C:9](=[O:19])[C:10]2[CH:15]=[CH:14][CH:13]=[CH:12][C:11]=2[N+:16]([O-])=O)=[CH:4][CH:3]=1.[BH4-].[Na+]. The catalyst is CO.O1CCCC1.O.O.O.O.C([O-])(=O)C.[Ni+2].C([O-])(=O)C. The product is [NH2:16][C:11]1[CH:12]=[CH:13][CH:14]=[CH:15][C:10]=1[C:9]([NH:8][C:5]1[CH:6]=[CH:7][C:2]([F:1])=[CH:3][CH:4]=1)=[O:19]. The yield is 0.810. (6) The reactants are [OH-:1].[Li+].[C:3]([C:6]1[CH:29]=[CH:28][C:9]([O:10][CH2:11][C:12]2[CH:17]=[CH:16][C:15]([CH:18]([OH:27])C3C=NC=C(C=3)C#N)=[CH:14][CH:13]=2)=[C:8]([CH2:30][CH2:31][CH3:32])[C:7]=1[OH:33])(=[O:5])[CH3:4].[OH2:34].Cl.[C:36](#[N:38])[CH3:37]. The catalyst is O1CCOCC1.C(OCC)(=O)C. The product is [C:3]([C:6]1[CH:29]=[CH:28][C:9]([O:10][CH2:11][C:12]2[CH:13]=[CH:14][C:15]([CH:18]([OH:27])[C:37]3[CH:36]=[N:38][CH:3]=[C:6]([CH:7]=3)[C:29]([OH:34])=[O:1])=[CH:16][CH:17]=2)=[C:8]([CH2:30][CH2:31][CH3:32])[C:7]=1[OH:33])(=[O:5])[CH3:4]. The yield is 0.420. (7) The reactants are C([BH3-])#N.[Na+].[F:5][C:6]1[CH:14]=[C:13]2[C:9]([CH:10]=[CH:11][NH:12]2)=[CH:8][CH:7]=1.[OH-].[Na+]. The catalyst is C(O)(=O)C. The product is [F:5][C:6]1[CH:14]=[C:13]2[C:9]([CH2:10][CH2:11][NH:12]2)=[CH:8][CH:7]=1. The yield is 0.760. (8) The reactants are [Br:1][C:2]1[C:3]([C:10]([O:12]C)=O)=[N:4][C:5]([S:8][CH3:9])=[N:6][CH:7]=1.[CH2:14]([NH2:17])[CH:15]=[CH2:16]. The catalyst is CO. The product is [CH2:14]([NH:17][C:10]([C:3]1[C:2]([Br:1])=[CH:7][N:6]=[C:5]([S:8][CH3:9])[N:4]=1)=[O:12])[CH:15]=[CH2:16]. The yield is 0.900.